Dataset: Reaction yield outcomes from USPTO patents with 853,638 reactions. Task: Predict the reaction yield, written as a fraction of the theoretical maximum amount of product (1.0 means a 100% yield; for example, 0.34 means a 34% yield). (1) The catalyst is CN(C=O)C.CCOC(C)=O. The yield is 0.570. The product is [Cl:1][C:2]1[CH:3]=[CH:4][C:5]([C:8]([NH:11][C:68]([C:67]2[CH:66]=[C:65]([C:62]3[CH:63]=[CH:64][C:54]4[O:53][C:52]([C:49]5[CH:50]=[CH:51][C:46]([F:45])=[CH:47][CH:48]=5)=[C:56]([C:57]([NH:58][CH3:59])=[O:60])[C:55]=4[CH:61]=3)[CH:73]=[CH:72][CH:71]=2)=[O:69])([CH3:9])[CH3:10])=[CH:6][CH:7]=1. The reactants are [Cl:1][C:2]1[CH:7]=[CH:6][C:5]([C:8]([NH2:11])([CH3:10])[CH3:9])=[CH:4][CH:3]=1.CN(C(ON1N=NC2C=CC=NC1=2)=[N+](C)C)C.F[P-](F)(F)(F)(F)F.CCN(C(C)C)C(C)C.[F:45][C:46]1[CH:51]=[CH:50][C:49]([C:52]2[O:53][C:54]3[CH:64]=[CH:63][C:62]([C:65]4[CH:66]=[C:67]([CH:71]=[CH:72][CH:73]=4)[C:68](O)=[O:69])=[CH:61][C:55]=3[C:56]=2[C:57](=[O:60])[NH:58][CH3:59])=[CH:48][CH:47]=1. (2) The reactants are [CH2:1]([O:3][CH2:4][CH2:5][CH2:6][NH:7][CH2:8][C:9]1[S:13][C:12](B(O)O)=[CH:11][CH:10]=1)[CH3:2].Br[C:18]1[CH:19]=[C:20]2[C:24](=[C:25]([C:27]([NH2:29])=[O:28])[CH:26]=1)[NH:23][CH:22]=[C:21]2[CH:30]1[CH2:35][CH2:34][N:33]([S:36]([CH2:39][CH3:40])(=[O:38])=[O:37])[CH2:32][CH2:31]1.C([O-])([O-])=O.[K+].[K+]. The catalyst is C1C=CC([P]([Pd]([P](C2C=CC=CC=2)(C2C=CC=CC=2)C2C=CC=CC=2)([P](C2C=CC=CC=2)(C2C=CC=CC=2)C2C=CC=CC=2)[P](C2C=CC=CC=2)(C2C=CC=CC=2)C2C=CC=CC=2)(C2C=CC=CC=2)C2C=CC=CC=2)=CC=1. The product is [CH2:1]([O:3][CH2:4][CH2:5][CH2:6][NH:7][CH2:8][C:9]1[S:13][C:12]([C:18]2[CH:19]=[C:20]3[C:24](=[C:25]([C:27]([NH2:29])=[O:28])[CH:26]=2)[NH:23][CH:22]=[C:21]3[CH:30]2[CH2:31][CH2:32][N:33]([S:36]([CH2:39][CH3:40])(=[O:37])=[O:38])[CH2:34][CH2:35]2)=[CH:11][CH:10]=1)[CH3:2]. The yield is 0.100. (3) The reactants are [NH:1]1[CH:5]=[C:4](/[CH:6]=[CH:7]/[C:8]([O:10][CH2:11][CH2:12][CH2:13][CH3:14])=[O:9])[N:3]=[CH:2]1.C(Cl)Cl.CCN(CC)CC.[C:25]1([C:31](Cl)([C:38]2[CH:43]=[CH:42][CH:41]=[CH:40][CH:39]=2)[C:32]2[CH:37]=[CH:36][CH:35]=[CH:34][CH:33]=2)[CH:30]=[CH:29][CH:28]=[CH:27][CH:26]=1. The catalyst is O. The product is [C:25]1([C:31]([C:32]2[CH:33]=[CH:34][CH:35]=[CH:36][CH:37]=2)([C:38]2[CH:39]=[CH:40][CH:41]=[CH:42][CH:43]=2)[N:1]2[CH:5]=[C:4](/[CH:6]=[CH:7]/[C:8]([O:10][CH2:11][CH2:12][CH2:13][CH3:14])=[O:9])[N:3]=[CH:2]2)[CH:26]=[CH:27][CH:28]=[CH:29][CH:30]=1. The yield is 0.850. (4) The reactants are Cl.[F:2][C:3]1[CH:8]=[CH:7][CH:6]=[CH:5][C:4]=1[CH2:9][C:10]([C:12]1([CH3:18])[CH2:17][CH2:16][NH:15][CH2:14][CH2:13]1)=[O:11].[C:19]([O:23][C:24]1[C:25]([CH:30]=O)=[N:26][CH:27]=[CH:28][N:29]=1)([CH3:22])([CH3:21])[CH3:20].C(O[BH-](OC(=O)C)OC(=O)C)(=O)C.[Na+]. The catalyst is ClCCl.C(OCC)(=O)C.C(=O)(O)[O-].[Na+]. The product is [C:19]([O:23][C:24]1[C:25]([CH2:30][N:15]2[CH2:14][CH2:13][C:12]([C:10](=[O:11])[CH2:9][C:4]3[CH:5]=[CH:6][CH:7]=[CH:8][C:3]=3[F:2])([CH3:18])[CH2:17][CH2:16]2)=[N:26][CH:27]=[CH:28][N:29]=1)([CH3:22])([CH3:21])[CH3:20]. The yield is 0.690.